From a dataset of Forward reaction prediction with 1.9M reactions from USPTO patents (1976-2016). Predict the product of the given reaction. (1) The product is: [NH2:21][C:4]1[N:3]=[C:2]([CH3:1])[C:7]([O:8][C:9]2[CH:14]=[CH:13][N:12]=[C:11]([NH:15][C:16](=[O:20])[CH:17]([CH3:18])[CH3:19])[CH:10]=2)=[CH:6][CH:5]=1. Given the reactants [CH3:1][C:2]1[C:7]([O:8][C:9]2[CH:14]=[CH:13][N:12]=[C:11]([NH:15][C:16](=[O:20])[CH:17]([CH3:19])[CH3:18])[CH:10]=2)=[CH:6][CH:5]=[C:4]([N+:21]([O-])=O)[N:3]=1, predict the reaction product. (2) Given the reactants [NH2:1][C:2]1[C:7]([O:8][CH2:9][C:10]2[CH:15]=[CH:14][CH:13]=[CH:12][CH:11]=2)=[CH:6][CH:5]=[CH:4][N:3]=1.[C:16]([N+:20]#[C-:21])([CH3:19])([CH3:18])[CH3:17].[CH:22](=[O:24])[CH3:23].[C:25]([Cl:28])(=O)[CH3:26], predict the reaction product. The product is: [Cl-:28].[C:22]([N+:1]1[C:25]([CH3:26])=[C:21]([NH:20][C:16]([CH3:19])([CH3:18])[CH3:17])[N:3]2[CH:4]=[CH:5][CH:6]=[C:7]([O:8][CH2:9][C:10]3[CH:11]=[CH:12][CH:13]=[CH:14][CH:15]=3)[C:2]=12)(=[O:24])[CH3:23]. (3) Given the reactants [OH:1][C:2]1[CH:7]=[CH:6][C:5]([C:8]2[S:9][CH:10]=[CH:11][N:12]=2)=[CH:4][CH:3]=1.C([O-])([O-])=O.[K+].[K+].Br[CH2:20][CH3:21], predict the reaction product. The product is: [CH2:20]([O:1][C:2]1[CH:3]=[CH:4][C:5]([C:8]2[S:9][CH:10]=[CH:11][N:12]=2)=[CH:6][CH:7]=1)[CH3:21].